From a dataset of Forward reaction prediction with 1.9M reactions from USPTO patents (1976-2016). Predict the product of the given reaction. Given the reactants C(OC([N:8]1[CH2:20][C@@H:19]([CH3:21])[N:18]2[C@H:10]([CH2:11][C:12]3[C:17]2=[N:16][C:15]([CH2:22][OH:23])=[C:14]([F:24])[CH:13]=3)[CH2:9]1)=O)(C)(C)C, predict the reaction product. The product is: [NH3:8].[F:24][C:14]1[CH:13]=[C:12]2[C:17]([N:18]3[C@H:10]([CH2:11]2)[CH2:9][NH:8][CH2:20][C@H:19]3[CH3:21])=[N:16][C:15]=1[CH2:22][OH:23].